Predict the product of the given reaction. From a dataset of Forward reaction prediction with 1.9M reactions from USPTO patents (1976-2016). (1) Given the reactants [CH3:1][O:2][CH2:3][CH2:4][N:5]1[CH2:9][C@@H:8]([C:10]2[CH:15]=[CH:14][CH:13]=[CH:12][CH:11]=2)[C@H:7]([NH:16][C:17](=[O:28])OC2C=CC([N+]([O-])=O)=CC=2)[CH2:6]1.[CH3:29][N:30]1[C:34]([NH2:35])=[CH:33][CH:32]=[N:31]1.CCN(C(C)C)C(C)C, predict the reaction product. The product is: [CH3:1][O:2][CH2:3][CH2:4][N:5]1[CH2:9][C@@H:8]([C:10]2[CH:11]=[CH:12][CH:13]=[CH:14][CH:15]=2)[C@H:7]([NH:16][C:17]([NH:35][C:34]2[N:30]([CH3:29])[N:31]=[CH:32][CH:33]=2)=[O:28])[CH2:6]1. (2) Given the reactants [CH2:1]([O:3][C:4]([C@H:6]1[CH2:8][C@@H:7]1[C:9]1[CH:14]=[CH:13][C:12]([O:15][C@H:16]2[C:24]3[C:19](=[C:20]([C:29]4[CH:34]=[CH:33][C:32]([OH:35])=[CH:31][CH:30]=4)[C:21]([C:25]([F:28])([F:27])[F:26])=[CH:22][CH:23]=3)[CH2:18][CH2:17]2)=[CH:11][CH:10]=1)=[O:5])[CH3:2].[O:36]1[C:38]2([CH2:43][CH2:42][O:41][CH2:40][CH2:39]2)[CH2:37]1.C(=O)([O-])[O-].[Cs+].[Cs+].Cl, predict the reaction product. The product is: [CH2:1]([O:3][C:4]([C@H:6]1[CH2:8][C@@H:7]1[C:9]1[CH:10]=[CH:11][C:12]([O:15][C@H:16]2[C:24]3[C:19](=[C:20]([C:29]4[CH:34]=[CH:33][C:32]([O:35][CH2:37][C:38]5([OH:36])[CH2:43][CH2:42][O:41][CH2:40][CH2:39]5)=[CH:31][CH:30]=4)[C:21]([C:25]([F:26])([F:27])[F:28])=[CH:22][CH:23]=3)[CH2:18][CH2:17]2)=[CH:13][CH:14]=1)=[O:5])[CH3:2]. (3) Given the reactants Cl[C:2]1[N:3]=[C:4]([N:11]2[CH2:16][CH2:15][O:14][CH:13]([CH2:17][OH:18])[CH2:12]2)[C:5]2[CH:10]=[CH:9][S:8][C:6]=2[N:7]=1.[NH2:19][C:20]1[N:25]=[CH:24][C:23](B2OC(C)(C)C(C)(C)O2)=[CH:22][N:21]=1.CC#N.CC([O-])=O.[K+], predict the reaction product. The product is: [NH2:19][C:20]1[N:25]=[CH:24][C:23]([C:2]2[N:3]=[C:4]([N:11]3[CH2:16][CH2:15][O:14][CH:13]([CH2:17][OH:18])[CH2:12]3)[C:5]3[CH:10]=[CH:9][S:8][C:6]=3[N:7]=2)=[CH:22][N:21]=1. (4) Given the reactants [NH2:1][C:2]1[CH:7]=[CH:6][CH:5]=[CH:4][CH:3]=1.[CH2:8]=[C:9]([CH2:13][C:14](O)=[O:15])[C:10]([OH:12])=[O:11].[OH-].[Na+], predict the reaction product. The product is: [O:15]=[C:14]1[N:1]([C:2]2[CH:7]=[CH:6][CH:5]=[CH:4][CH:3]=2)[CH2:8][CH:9]([C:10]([OH:12])=[O:11])[CH2:13]1. (5) Given the reactants [NH2:1][C:2]1[N:7]=[C:6]([C:8]2[CH:15]=[CH:14][C:11]([C:12]#[N:13])=[C:10](F)[CH:9]=2)[CH:5]=[C:4]([N:17]([CH3:27])[C@H:18]([CH3:26])[CH2:19][C:20]2[CH:25]=[CH:24][CH:23]=[CH:22][CH:21]=2)[N:3]=1.O.[NH2:29][NH2:30], predict the reaction product. The product is: [NH2:13][C:12]1[C:11]2[C:10](=[CH:9][C:8]([C:6]3[N:7]=[C:2]([NH2:1])[N:3]=[C:4]([N:17]([CH3:27])[C@H:18]([CH3:26])[CH2:19][C:20]4[CH:25]=[CH:24][CH:23]=[CH:22][CH:21]=4)[CH:5]=3)=[CH:15][CH:14]=2)[NH:30][N:29]=1. (6) Given the reactants [CH3:1][C:2]1[CH:21]=[CH:20][C:5]([C:6]([NH:8][C:9]2[S:10][C:11]3[CH:17]=[CH:16][C:15]([O:18][CH3:19])=[CH:14][C:12]=3[N:13]=2)=[O:7])=[CH:4][CH:3]=1.Br[CH:23]([CH2:28][CH3:29])[C:24]([O:26]C)=[O:25].CC1C=CC(C(NC2SC3C=C(C)C=CC=3N=2)=O)=CC=1.BrC(CC)C(OCC)=O, predict the reaction product. The product is: [CH3:19][O:18][C:15]1[CH:16]=[CH:17][C:11]2[S:10][C:9](=[N:8][C:6](=[O:7])[C:5]3[CH:4]=[CH:3][C:2]([CH3:1])=[CH:21][CH:20]=3)[N:13]([CH:23]([CH2:28][CH3:29])[C:24]([OH:26])=[O:25])[C:12]=2[CH:14]=1. (7) Given the reactants [C:1]1([CH3:11])[CH:6]=[CH:5][C:4]([S:7](Cl)(=[O:9])=[O:8])=[CH:3][CH:2]=1.[CH2:12]([O:19][CH2:20][C@@H:21]([CH2:32][OH:33])[O:22][CH2:23][P:24]([CH:29]([CH3:31])[CH3:30])([CH:26]([CH3:28])[CH3:27])=[O:25])[C:13]1[CH:18]=[CH:17][CH:16]=[CH:15][CH:14]=1, predict the reaction product. The product is: [C:1]1([CH3:11])[CH:6]=[CH:5][C:4]([S:7]([O:33][CH2:32][C@@H:21]([O:22][CH2:23][P:24]([CH:26]([CH3:28])[CH3:27])([CH:29]([CH3:30])[CH3:31])=[O:25])[CH2:20][O:19][CH2:12][C:13]2[CH:14]=[CH:15][CH:16]=[CH:17][CH:18]=2)(=[O:9])=[O:8])=[CH:3][CH:2]=1.